Dataset: Forward reaction prediction with 1.9M reactions from USPTO patents (1976-2016). Task: Predict the product of the given reaction. (1) Given the reactants [C:1]([N:8]1[CH2:13][CH2:12][NH:11][CH2:10][CH2:9]1)([O:3][C:4]([CH3:7])([CH3:6])[CH3:5])=[O:2].[C:14](Cl)(=[O:18])[CH2:15][CH2:16][CH3:17], predict the reaction product. The product is: [C:4]([O:3][C:1]([N:8]1[CH2:9][CH2:10][N:11]([C:14](=[O:18])[CH2:15][CH2:16][CH3:17])[CH2:12][CH2:13]1)=[O:2])([CH3:7])([CH3:6])[CH3:5]. (2) Given the reactants [N:1]1[CH:6]=[CH:5][C:4]([CH:7]([C:9]2[CH:14]=[CH:13][C:12]([C:15]([F:18])([F:17])[F:16])=[CH:11][CH:10]=2)[OH:8])=[CH:3][CH:2]=1.[ClH:19], predict the reaction product. The product is: [ClH:19].[N:1]1[CH:2]=[CH:3][C:4]([CH:7]([C:9]2[CH:14]=[CH:13][C:12]([C:15]([F:16])([F:17])[F:18])=[CH:11][CH:10]=2)[OH:8])=[CH:5][CH:6]=1. (3) Given the reactants [NH2:1][C:2]1[C:3]2[N:4]([C:8]([C@@H:29]3[CH2:33][CH2:32][CH2:31][NH:30]3)=[N:9][C:10]=2[C:11]2[CH:28]=[CH:27][C:14]([C:15]([NH:17][C:18]3[S:19][C:20]4[CH2:26][CH2:25][CH2:24][CH2:23][C:21]=4[N:22]=3)=[O:16])=[CH:13][CH:12]=2)[CH:5]=[CH:6][N:7]=1.[C:34](O)(=[O:38])[C:35]#[C:36][CH3:37], predict the reaction product. The product is: [NH2:1][C:2]1[C:3]2[N:4]([C:8]([C@@H:29]3[CH2:33][CH2:32][CH2:31][N:30]3[C:34](=[O:38])[C:35]#[C:36][CH3:37])=[N:9][C:10]=2[C:11]2[CH:28]=[CH:27][C:14]([C:15]([NH:17][C:18]3[S:19][C:20]4[CH2:26][CH2:25][CH2:24][CH2:23][C:21]=4[N:22]=3)=[O:16])=[CH:13][CH:12]=2)[CH:5]=[CH:6][N:7]=1. (4) Given the reactants [O:1]1[CH2:4][CH2:3][CH:2]1[CH2:5][C:6]([OH:8])=O.CN(C(ON1N=NC2C=CC=NC1=2)=[N+](C)C)C.F[P-](F)(F)(F)(F)F.CCN(C(C)C)C(C)C.[CH:42]1([C:45]2[C:52]([C:53]3[N:54]=[N:55][CH:56]=[C:57]([CH:59]=[CH2:60])[CH:58]=3)=[CH:51][C:48]([C:49]#[N:50])=[C:47]([N:61]3[CH2:66][CH2:65][NH:64][C@H:63]([CH:67]4[CH2:69][CH2:68]4)[CH2:62]3)[N:46]=2)[CH2:44][CH2:43]1, predict the reaction product. The product is: [CH:42]1([C:45]2[C:52]([C:53]3[N:54]=[N:55][CH:56]=[C:57]([CH:59]=[CH2:60])[CH:58]=3)=[CH:51][C:48]([C:49]#[N:50])=[C:47]([N:61]3[CH2:66][CH2:65][N:64]([C:6](=[O:8])[CH2:5][C@H:2]4[CH2:3][CH2:4][O:1]4)[C@H:63]([CH:67]4[CH2:69][CH2:68]4)[CH2:62]3)[N:46]=2)[CH2:43][CH2:44]1. (5) Given the reactants Cl[C:2]12[C:11]([O:14][CH3:15])([O:12][CH3:13])[C:6](Cl)([C:7](Cl)=[C:8]1Cl)[CH2:5][N:4]([CH2:17][C:18]1[CH:23]=[CH:22][C:21]([O:24][CH3:25])=[CH:20][CH:19]=1)[CH2:3]2.C(O)(C)(C)C.[Na], predict the reaction product. The product is: [CH3:15][O:14][C:11]1([O:12][CH3:13])[CH:2]2[CH:8]=[CH:7][CH:6]1[CH2:5][N:4]([CH2:17][C:18]1[CH:23]=[CH:22][C:21]([O:24][CH3:25])=[CH:20][CH:19]=1)[CH2:3]2. (6) The product is: [CH3:1][O:2][CH2:3][O:4][C:5]1[C:10]2[CH:11]=[C:12]([C:14]([NH:33][NH:32][C:30](=[O:31])[CH3:29])=[O:16])[S:13][C:9]=2[CH:8]=[CH:7][CH:6]=1. Given the reactants [CH3:1][O:2][CH2:3][O:4][C:5]1[C:10]2[CH:11]=[C:12]([C:14]([OH:16])=O)[S:13][C:9]=2[CH:8]=[CH:7][CH:6]=1.C1N=CN(C(N2C=NC=C2)=O)C=1.[CH3:29][C:30]([NH:32][NH2:33])=[O:31], predict the reaction product. (7) Given the reactants [CH3:1][O:2][C:3]1[CH:4]=[C:5]2[C:9](=[CH:10][C:11]=1[O:12][CH3:13])[C:8](=O)[CH2:7][CH2:6]2.[Cl:15][C:16]1[CH:17]=[C:18]([N:23]=[C:24]=S)[CH:19]=[C:20]([Cl:22])[CH:21]=1.C[Si](C)(C)[Si](C)(C)C.[Li].[NH2:35][NH2:36], predict the reaction product. The product is: [Cl:15][C:16]1[CH:17]=[C:18]([NH:23][C:24]2[NH:36][N:35]=[C:8]3[C:9]4[C:5]([CH2:6][C:7]=23)=[CH:4][C:3]([O:2][CH3:1])=[C:11]([O:12][CH3:13])[CH:10]=4)[CH:19]=[C:20]([Cl:22])[CH:21]=1. (8) Given the reactants [P].[Ca:2].C(=O)([O-])[O-].[Ca+2].C([O-])(=O)[CH2:9][C:10](CC([O-])=O)([C:12]([O-:14])=[O:13])[OH:11].[Ca+2].C([O-])(=O)[CH2:23][C:24](CC([O-])=O)([C:26]([O-:28])=[O:27])[OH:25].[Ca+2].[Ca+2], predict the reaction product. The product is: [Ca:2].[C:12]([O-:14])(=[O:13])[CH:10]([CH3:9])[OH:11].[Ca+2:2].[C:26]([O-:28])(=[O:27])[CH:24]([CH3:23])[OH:25]. (9) The product is: [CH:1]1([C:6]([C:8]2[CH:13]=[C:12]([CH3:14])[CH:11]=[CH:10][C:9]=2[NH:15][C:16]([NH:17][C:18]2[S:19][CH:20]=[C:21]([CH2:23][CH2:24][S:36][C:32]3[NH:31][CH:35]=[CH:34][N:33]=3)[N:22]=2)=[O:30])=[O:7])[CH2:2][CH2:3][CH2:4][CH2:5]1. Given the reactants [CH:1]1([C:6]([C:8]2[CH:13]=[C:12]([CH3:14])[CH:11]=[CH:10][C:9]=2[NH:15][C:16](=[O:30])[NH:17][C:18]2[S:19][CH:20]=[C:21]([CH2:23][CH2:24]OS(C)(=O)=O)[N:22]=2)=[O:7])[CH2:5][CH2:4][CH2:3][CH2:2]1.[NH:31]1[CH:35]=[CH:34][N:33]=[C:32]1[SH:36], predict the reaction product.